Dataset: Catalyst prediction with 721,799 reactions and 888 catalyst types from USPTO. Task: Predict which catalyst facilitates the given reaction. (1) Reactant: [C:1]1([C:27]2[CH:32]=[CH:31][CH:30]=[CH:29][CH:28]=2)[CH:6]=[CH:5][C:4]([C:7]([N:9]2[CH2:14][CH2:13][N:12]([C:15]3[C:16]4[CH:24]=[C:23]([CH2:25][CH3:26])[S:22][C:17]=4[N:18]=[C:19](Cl)[N:20]=3)[CH2:11][CH2:10]2)=[O:8])=[CH:3][CH:2]=1.[SH:33][CH2:34][CH:35]([OH:38])[CH2:36][OH:37]. Product: [C:1]1([C:27]2[CH:32]=[CH:31][CH:30]=[CH:29][CH:28]=2)[CH:6]=[CH:5][C:4]([C:7]([N:9]2[CH2:14][CH2:13][N:12]([C:15]3[C:16]4[CH:24]=[C:23]([CH2:25][CH3:26])[S:22][C:17]=4[N:18]=[C:19]([S:33][CH2:34][CH:35]([OH:38])[CH2:36][OH:37])[N:20]=3)[CH2:11][CH2:10]2)=[O:8])=[CH:3][CH:2]=1. The catalyst class is: 3. (2) Reactant: C(O[C:6]([N:8]1[CH2:13][CH2:12][N:11]([C:14]2[C:23]3[C:18](=[CH:19][C:20]([Cl:24])=[CH:21][CH:22]=3)[N:17]=[C:16]([C:25]([O:27][CH2:28][CH3:29])=[O:26])[CH:15]=2)[CH2:10][CH2:9]1)=[O:7])(C)(C)C.FC(F)(F)C(O)=O.[OH-].[Na+].[F:39][C:40]1[CH:45]=[CH:44][C:43]([N:46]=C=O)=[CH:42][CH:41]=1. Product: [Cl:24][C:20]1[CH:19]=[C:18]2[C:23]([C:14]([N:11]3[CH2:10][CH2:9][N:8]([C:6]([NH:46][C:43]4[CH:44]=[CH:45][C:40]([F:39])=[CH:41][CH:42]=4)=[O:7])[CH2:13][CH2:12]3)=[CH:15][C:16]([C:25]([O:27][CH2:28][CH3:29])=[O:26])=[N:17]2)=[CH:22][CH:21]=1. The catalyst class is: 2. (3) Reactant: [H-].[Al+3].[Li+].[H-].[H-].[H-].[C:7]([C:9]1[CH:14]([C:15]2[CH:16]=[C:17]3[C:21](=[CH:22][CH:23]=2)[NH:20][N:19]=[C:18]3[C:24](N(OC)C)=[O:25])[C:13]([C:30]#[N:31])=[C:12]([CH3:32])[NH:11][C:10]=1[CH3:33])#[N:8]. Product: [CH:24]([C:18]1[C:17]2[C:21](=[CH:22][CH:23]=[C:15]([CH:14]3[C:13]([C:30]#[N:31])=[C:12]([CH3:32])[NH:11][C:10]([CH3:33])=[C:9]3[C:7]#[N:8])[CH:16]=2)[NH:20][N:19]=1)=[O:25]. The catalyst class is: 1. (4) Reactant: [CH3:1][O:2][C:3]1[CH:8]=[CH:7][C:6]([N:9]([CH3:16])[CH:10]2[CH2:15][CH2:14][O:13][CH2:12][CH2:11]2)=[CH:5][C:4]=1[NH:17][C:18]([NH2:20])=[S:19].BrBr. Product: [CH3:1][O:2][C:3]1[C:4]2[N:17]=[C:18]([NH2:20])[S:19][C:5]=2[C:6]([N:9]([CH3:16])[CH:10]2[CH2:11][CH2:12][O:13][CH2:14][CH2:15]2)=[CH:7][CH:8]=1. The catalyst class is: 22. (5) Reactant: [NH2:1][C:2]1[C:3]([Cl:9])=[N:4][CH:5]=[C:6]([Br:8])[CH:7]=1.N1C=CC=CC=1.[C:16]1([S:22](Cl)(=[O:24])=[O:23])[CH:21]=[CH:20][CH:19]=[CH:18][CH:17]=1. Product: [Br:8][C:6]1[CH:7]=[C:2]([NH:1][S:22]([C:16]2[CH:21]=[CH:20][CH:19]=[CH:18][CH:17]=2)(=[O:24])=[O:23])[C:3]([Cl:9])=[N:4][CH:5]=1. The catalyst class is: 2. (6) Reactant: [I-].C[S+](C)(C)=O.[CH3:7][C:8]([CH3:11])([O-:10])[CH3:9].[K+].O=C1C[CH2:18][CH:17]([C:20]([O:22][CH2:23][CH3:24])=[O:21])[CH2:16]C1.O. Product: [O:10]1[C:8]2([CH2:11][CH2:18][CH:17]([C:20]([O:22][CH2:23][CH3:24])=[O:21])[CH2:16][CH2:9]2)[CH2:7]1. The catalyst class is: 16. (7) Reactant: [F:1][C:2]1[CH:7]=[C:6]([NH2:8])[CH:5]=[CH:4][C:3]=1[NH:9][CH2:10][C:11]1[CH:16]=[CH:15][CH:14]=[CH:13][CH:12]=1.[C:17]([O-:20])([O-:19])=O.[K+].[K+].[CH:23]1[CH:28]=[CH:27][C:26]([CH2:29][O:30][C:31](Cl)=[O:32])=[CH:25][CH:24]=1.O. Product: [CH2:10]([N:9]([C:3]1[CH:4]=[CH:5][C:6]([NH:8][C:31]([O:30][CH2:29][C:26]2[CH:27]=[CH:28][CH:23]=[CH:24][CH:25]=2)=[O:32])=[CH:7][C:2]=1[F:1])[C:17](=[O:20])[O:19][CH2:10][C:11]1[CH:16]=[CH:15][CH:14]=[CH:13][CH:12]=1)[C:11]1[CH:12]=[CH:13][CH:14]=[CH:15][CH:16]=1. The catalyst class is: 4. (8) Reactant: Cl[C:2]1[N:7]=[C:6]([Cl:8])[N:5]=[C:4]([O:9][CH2:10][C:11]([NH:13][C:14]2[CH:19]=[CH:18][CH:17]=[C:16]([C:20]([F:23])([F:22])[F:21])[CH:15]=2)=[O:12])[N:3]=1.C1COCC1.[NH3:29]. Product: [NH2:29][C:2]1[N:7]=[C:6]([Cl:8])[N:5]=[C:4]([O:9][CH2:10][C:11]([NH:13][C:14]2[CH:19]=[CH:18][CH:17]=[C:16]([C:20]([F:23])([F:22])[F:21])[CH:15]=2)=[O:12])[N:3]=1. The catalyst class is: 25. (9) Reactant: Cl[C:2]1[CH:7]=[C:6]([O:8][C:9]2[CH:10]=[N:11][C:12]([N+:15]([O-:17])=[O:16])=[CH:13][CH:14]=2)[CH:5]=[CH:4][N:3]=1.C([Sn](CCCC)(CCCC)[C:23]1[S:27][CH:26]=[N:25][CH:24]=1)CCC.CCOC(C)=O.[F-].[K+]. Product: [N+:15]([C:12]1[N:11]=[CH:10][C:9]([O:8][C:6]2[CH:5]=[CH:4][N:3]=[C:2]([C:23]3[S:27][CH:26]=[N:25][CH:24]=3)[CH:7]=2)=[CH:14][CH:13]=1)([O-:17])=[O:16]. The catalyst class is: 109. (10) Reactant: [CH3:1][O:2][CH:3]([O:19][CH3:20])[CH2:4][NH:5][C:6]1[C:15]([N+:16]([O-])=O)=[CH:14][CH:13]=[CH:12][C:7]=1[C:8]([O:10][CH3:11])=[O:9].[H][H]. Product: [NH2:16][C:15]1[C:6]([NH:5][CH2:4][CH:3]([O:19][CH3:20])[O:2][CH3:1])=[C:7]([CH:12]=[CH:13][CH:14]=1)[C:8]([O:10][CH3:11])=[O:9]. The catalyst class is: 29.